Dataset: Catalyst prediction with 721,799 reactions and 888 catalyst types from USPTO. Task: Predict which catalyst facilitates the given reaction. (1) Reactant: C1(P(C2C=CC=CC=2)C2C=CC=CC=2)C=CC=CC=1.[Si:20]([O:27][C@H:28]([CH3:58])[C@@H:29]([NH:44][C:45]1[CH:50]=[CH:49][C:48]([C:51]#[N:52])=[C:47]([C:53]([F:56])([F:55])[F:54])[C:46]=1[CH3:57])[C:30]([NH:32][NH:33][C:34](=O)[C:35]1[CH:40]=[CH:39][C:38]([C:41]#[N:42])=[CH:37][CH:36]=1)=[O:31])([C:23]([CH3:26])([CH3:25])[CH3:24])([CH3:22])[CH3:21]. Product: [Si:20]([O:27][C@H:28]([CH3:58])[C@@H:29]([NH:44][C:45]1[CH:50]=[CH:49][C:48]([C:51]#[N:52])=[C:47]([C:53]([F:56])([F:54])[F:55])[C:46]=1[CH3:57])[C:30]1[O:31][C:34]([C:35]2[CH:40]=[CH:39][C:38]([C:41]#[N:42])=[CH:37][CH:36]=2)=[N:33][N:32]=1)([C:23]([CH3:24])([CH3:26])[CH3:25])([CH3:21])[CH3:22]. The catalyst class is: 2. (2) Reactant: [CH2:1]=[CH:2][C:3]1[CH:8]=[CH:7][CH:6]=[CH:5][CH:4]=1. Product: [CH2:1]=[CH:2][CH:3]=[CH2:4].[CH2:1]=[CH:2][C:3]1[CH:8]=[CH:7][CH:6]=[CH:5][CH:4]=1.[CH2:1]=[CH:2][C:3](=[CH2:4])[CH3:8]. The catalyst class is: 11.